This data is from Full USPTO retrosynthesis dataset with 1.9M reactions from patents (1976-2016). The task is: Predict the reactants needed to synthesize the given product. Given the product [C:1]([C:3]1[CH:4]=[C:5]2[C:22](=[CH:23][CH:24]=1)[O:21][C:8]1([CH2:13][CH2:12][N:11]([C:14]([O:16][C:17]([CH3:20])([CH3:19])[CH3:18])=[O:15])[CH2:10][CH2:9]1)[CH2:7][CH:6]2[OH:25])#[N:2], predict the reactants needed to synthesize it. The reactants are: [C:1]([C:3]1[CH:4]=[C:5]2[C:22](=[CH:23][CH:24]=1)[O:21][C:8]1([CH2:13][CH2:12][N:11]([C:14]([O:16][C:17]([CH3:20])([CH3:19])[CH3:18])=[O:15])[CH2:10][CH2:9]1)[CH2:7][C:6]2=[O:25])#[N:2].[BH4-].[Na+].[NH4+].[Cl-].